Dataset: Forward reaction prediction with 1.9M reactions from USPTO patents (1976-2016). Task: Predict the product of the given reaction. (1) Given the reactants [CH2:1]([O:8][N:9]([C:28]([Cl:30])=[O:29])[C@H:10]1[CH2:15][N:14](C(OC(C)(C)C)=O)[C@H:13]([C:23]2[S:27][N:26]=[CH:25][N:24]=2)[CH2:12][CH2:11]1)[C:2]1[CH:7]=[CH:6][CH:5]=[CH:4][CH:3]=1, predict the reaction product. The product is: [ClH:30].[S:27]1[C:23]([C@H:13]2[NH:14][CH2:15][C@H:10]([N:9]([O:8][CH2:1][C:2]3[CH:7]=[CH:6][CH:5]=[CH:4][CH:3]=3)[C:28]([Cl:30])=[O:29])[CH2:11][CH2:12]2)=[N:24][CH:25]=[N:26]1. (2) Given the reactants [C:1]([O:5][CH2:6][C@@H:7]1[C:12](=[O:13])[NH:11][CH2:10][CH2:9][N:8]1[C:14](=[O:35])[CH2:15][C@H:16]([NH:27]C(=O)OC(C)(C)C)[CH2:17][C:18]1[CH:23]=[C:22]([F:24])[C:21]([F:25])=[CH:20][C:19]=1[F:26])([CH3:4])([CH3:3])[CH3:2].Cl.C(OCC)C, predict the reaction product. The product is: [NH2:27][C@H:16]([CH2:17][C:18]1[CH:23]=[C:22]([F:24])[C:21]([F:25])=[CH:20][C:19]=1[F:26])[CH2:15][C:14]([N:8]1[CH2:9][CH2:10][NH:11][C:12](=[O:13])[C@H:7]1[CH2:6][O:5][C:1]([CH3:2])([CH3:3])[CH3:4])=[O:35].